From a dataset of Reaction yield outcomes from USPTO patents with 853,638 reactions. Predict the reaction yield, written as a fraction of the theoretical maximum amount of product (1.0 means a 100% yield; for example, 0.34 means a 34% yield). (1) The reactants are [C:1]([NH:4][NH:5][C:6]([C:8]1[NH:9][C:10]([C:13]2[CH:18]=[C:17]([O:19][C:20]3[CH:25]=[CH:24][C:23]([S:26]([CH3:29])(=[O:28])=[O:27])=[CH:22][CH:21]=3)[CH:16]=[C:15]([O:30][C@@H:31]([CH3:35])[CH2:32][O:33][CH3:34])[CH:14]=2)=[CH:11][CH:12]=1)=O)(=O)[CH3:2].COC1C=CC(P2(=S)SP(=S)(C3C=CC(OC)=CC=3)[S:45]2)=CC=1.N1C=CC=CC=1.O. The catalyst is C1(C)C=CC=CC=1.C(OCC)(=O)C. The product is [CH3:34][O:33][CH2:32][C@H:31]([CH3:35])[O:30][C:15]1[CH:14]=[C:13]([C:10]2[NH:9][C:8]([C:6]3[S:45][C:1]([CH3:2])=[N:4][N:5]=3)=[CH:12][CH:11]=2)[CH:18]=[C:17]([O:19][C:20]2[CH:25]=[CH:24][C:23]([S:26]([CH3:29])(=[O:27])=[O:28])=[CH:22][CH:21]=2)[CH:16]=1. The yield is 0.870. (2) The product is [CH3:25][O:26][C:27]([C:29]1[C:34]([S:35][C:2]2[S:6][C:5]([NH:7][C:8]([NH:10][C:11]3[CH:16]=[CH:15][C:14]([CH3:17])=[CH:13][C:12]=3[C:18]([CH:20]3[CH2:24][CH2:23][CH2:22][CH2:21]3)=[O:19])=[O:9])=[N:4][CH:3]=2)=[CH:33][CH:32]=[CH:31][N:30]=1)=[O:28]. No catalyst specified. The yield is 0.300. The reactants are Br[C:2]1[S:6][C:5]([NH:7][C:8]([NH:10][C:11]2[CH:16]=[CH:15][C:14]([CH3:17])=[CH:13][C:12]=2[C:18]([CH:20]2[CH2:24][CH2:23][CH2:22][CH2:21]2)=[O:19])=[O:9])=[N:4][CH:3]=1.[CH3:25][O:26][C:27]([C:29]1[C:34]([SH:35])=[CH:33][CH:32]=[CH:31][N:30]=1)=[O:28]. (3) The reactants are O[Li].O.C([O:7][CH:8]1[C:12]2[N:13]=[CH:14][N:15]=[C:16]([N:17]3[CH2:22][CH2:21][N:20]([C:23]([O:25][C:26]([CH3:29])([CH3:28])[CH3:27])=[O:24])[CH2:19][CH2:18]3)[C:11]=2[C@H:10]([CH3:30])[CH2:9]1)(=O)C.C1COCC1.[NH4+].[Cl-]. The catalyst is O. The product is [OH:7][CH:8]1[C:12]2[N:13]=[CH:14][N:15]=[C:16]([N:17]3[CH2:22][CH2:21][N:20]([C:23]([O:25][C:26]([CH3:29])([CH3:28])[CH3:27])=[O:24])[CH2:19][CH2:18]3)[C:11]=2[C@H:10]([CH3:30])[CH2:9]1. The yield is 0.564. (4) The reactants are [NH2:1][C:2]1[CH:7]=[CH:6][CH:5]=[C:4]([NH2:8])[N:3]=1.[S:9](=[O:13])(=[O:12])([OH:11])[OH:10].C(O)(=O)[CH:15]([CH2:17][C:18](O)=O)[OH:16]. The catalyst is [Cl-].[Na+].O. The product is [S:9](=[O:11])(=[O:10])([OH:13])[OH:12].[NH2:1][C:2]1[CH:7]=[CH:6][C:5]2[C:4](=[N:8][C:15]([OH:16])=[CH:17][CH:18]=2)[N:3]=1. The yield is 0.890. (5) No catalyst specified. The product is [Cl:21][CH2:12][C:5]1[CH:4]=[C:3]([O:2][CH3:1])[C:8]2[O:9][CH2:10][O:11][C:7]=2[CH:6]=1. The yield is 0.940. The reactants are [CH3:1][O:2][C:3]1[C:8]2[O:9][CH2:10][O:11][C:7]=2[CH:6]=[C:5]([CH2:12]O)[CH:4]=1.C([O-])(O)=O.[Na+].O=S(Cl)[Cl:21]. (6) The product is [C:18]([C@H:21]1[O:10][C:1](=[O:11])[C@@H:2]([C:4]2[CH:9]=[CH:8][CH:7]=[CH:6][CH:5]=2)[O:3]1)([CH3:20])([CH3:19])[CH3:17]. The reactants are [C:1]([OH:11])(=[O:10])[C@@H:2]([C:4]1[CH:9]=[CH:8][CH:7]=[CH:6][CH:5]=1)[OH:3].CCCCC.[CH3:17][C:18]([CH:21]=O)([CH3:20])[CH3:19].C([O-])(O)=O.[Na+]. The catalyst is FC(F)(F)S(O)(=O)=O. The yield is 0.880.